Dataset: Full USPTO retrosynthesis dataset with 1.9M reactions from patents (1976-2016). Task: Predict the reactants needed to synthesize the given product. (1) The reactants are: Br[C:2]1[CH:3]=[C:4]2[C:8](=[CH:9][CH:10]=1)[CH2:7][CH:6]([CH2:11][OH:12])[CH2:5]2.[CH3:13][N:14](C=O)C. Given the product [OH:12][CH2:11][CH:6]1[CH2:5][C:4]2[C:8](=[CH:9][CH:10]=[C:2]([C:13]#[N:14])[CH:3]=2)[CH2:7]1, predict the reactants needed to synthesize it. (2) Given the product [CH2:19]([O:18][C:16]([N:10]1[CH2:11][C@@H:12]2[C@@:8]([NH:35][C:57]([O:59][C:60]([CH3:63])([CH3:62])[CH3:61])=[O:58])([CH:15]=[CH:14][CH2:13]2)[CH2:9]1)=[O:17])[C:20]1[CH:21]=[CH:22][CH:23]=[CH:24][CH:25]=1, predict the reactants needed to synthesize it. The reactants are: C(OC([C@@:8]12[CH:15]=[CH:14][CH2:13][C@@H:12]1[CH2:11][N:10]([C:16]([O:18][CH2:19][C:20]1[CH:25]=[CH:24][CH:23]=[CH:22][CH:21]=1)=[O:17])[CH2:9]2)=O)(C)(C)C.FC(F)(F)C(O)=O.C([N:35](CC)CC)C.C1(P(N=[N+]=[N-])(C2C=CC=CC=2)=O)C=CC=CC=1.[C:57](O[C:57]([O:59][C:60]([CH3:63])([CH3:62])[CH3:61])=[O:58])([O:59][C:60]([CH3:63])([CH3:62])[CH3:61])=[O:58]. (3) Given the product [CH:1]1([CH2:4][N:5]2[CH2:10][CH2:9][N:8]([C@H:11]3[CH2:16][CH2:15][C@H:14]([NH:17][C:41]([C:35]4[CH:34]=[CH:33][C:32]([NH:31][C:28]5[N:27]=[CH:26][C:25]6[N:24]([CH3:44])[C:23](=[O:45])[C@H:22]([CH2:46][CH3:47])[N:21]([CH:18]([CH3:19])[CH3:20])[C:30]=6[N:29]=5)=[C:40]5[O:39][CH2:38][CH2:37][C:36]=45)=[O:42])[CH2:13][CH2:12]3)[CH2:7][CH2:6]2)[CH2:2][CH2:3]1, predict the reactants needed to synthesize it. The reactants are: [CH:1]1([CH2:4][N:5]2[CH2:10][CH2:9][N:8]([C@H:11]3[CH2:16][CH2:15][C@H:14]([NH2:17])[CH2:13][CH2:12]3)[CH2:7][CH2:6]2)[CH2:3][CH2:2]1.[CH:18]([N:21]1[C:30]2[N:29]=[C:28]([NH:31][C:32]3[CH:33]=[CH:34][C:35]([C:41](O)=[O:42])=[C:36]4[C:40]=3[O:39][CH2:38][CH2:37]4)[N:27]=[CH:26][C:25]=2[N:24]([CH3:44])[C:23](=[O:45])[C@@H:22]1[CH2:46][CH3:47])([CH3:20])[CH3:19].F[B-](F)(F)F.N1(OC(N(C)C)=[N+](C)C)C2C=CC=CC=2N=N1.C(N(C(C)C)CC)(C)C.N. (4) Given the product [CH3:1][O:2][C:3]1[CH:8]=[C:7]([CH2:9][CH2:10][C:11]([O:13][CH3:14])=[O:12])[CH:6]=[CH:5][C:4]=1[C:15]1[CH:20]=[CH:19][CH:18]=[C:17]([NH:21][CH3:22])[CH:16]=1, predict the reactants needed to synthesize it. The reactants are: [CH3:1][O:2][C:3]1[CH:8]=[C:7](/[CH:9]=[CH:10]/[C:11]([O:13][CH3:14])=[O:12])[CH:6]=[CH:5][C:4]=1[C:15]1[CH:20]=[CH:19][CH:18]=[C:17]([NH:21][CH3:22])[CH:16]=1. (5) Given the product [Br:1][C:2]1[CH:10]=[C:9]2[C:5]([C:6]3([CH2:19][O:20][C:25]([CH3:26])([CH3:24])[O:22][CH2:21]3)[C:7](=[O:18])[N:8]2[C:11]([O:13][C:14]([CH3:16])([CH3:17])[CH3:15])=[O:12])=[CH:4][CH:3]=1, predict the reactants needed to synthesize it. The reactants are: [Br:1][C:2]1[CH:10]=[C:9]2[C:5]([C:6]([CH2:21][OH:22])([CH2:19][OH:20])[C:7](=[O:18])[N:8]2[C:11]([O:13][C:14]([CH3:17])([CH3:16])[CH3:15])=[O:12])=[CH:4][CH:3]=1.O.[CH3:24][C:25]1C=CC(S(O)(=O)=O)=C[CH:26]=1.COC(OC)(C)C.C([O-])(O)=O.[Na+]. (6) Given the product [O:20]1[CH2:25][CH2:24][CH:23]([C:26]2[CH:31]=[CH:30][C:29]([O:4][C:1](=[O:3])[N:10]([CH3:11])[C@H:9]3[CH2:8][NH:7][C:6]3=[O:5])=[CH:28][CH:27]=2)[CH2:22][CH2:21]1, predict the reactants needed to synthesize it. The reactants are: [C:1]([O-:4])(=[O:3])C.[O:5]=[C:6]1[C@@H:9]([NH3+:10])[CH2:8][NH:7]1.[CH3:11]CN(C(C)C)C(C)C.[O:20]1[CH2:25][CH2:24][CH:23]([C:26]2[CH:31]=[CH:30][C:29](C3C=CN(C([O-])=O)C(=O)C=3C)=[CH:28][CH:27]=2)[CH2:22][CH2:21]1. (7) Given the product [NH2:1][C:2]1[N:10]=[C:9]([O:11][C@@H:12]([CH3:16])[CH2:13][CH2:14][CH3:15])[N:8]=[C:7]2[C:3]=1[NH:4][C:5](=[O:35])[N:6]2[CH2:17][CH2:18][CH2:19][CH2:20][CH2:21][N:22]1[CH2:23][CH2:24][NH:25][CH2:26][CH2:27]1, predict the reactants needed to synthesize it. The reactants are: [NH2:1][C:2]1[N:10]=[C:9]([O:11][C@@H:12]([CH3:16])[CH2:13][CH2:14][CH3:15])[N:8]=[C:7]2[C:3]=1[N:4]=[C:5]([O:35]C)[N:6]2[CH2:17][CH2:18][CH2:19][CH2:20][CH2:21][N:22]1[CH2:27][CH2:26][N:25](C(OC(C)(C)C)=O)[CH2:24][CH2:23]1.Cl.O1CCOCC1.